This data is from Full USPTO retrosynthesis dataset with 1.9M reactions from patents (1976-2016). The task is: Predict the reactants needed to synthesize the given product. The reactants are: Cl[C:2]1[CH:7]=[C:6]([Cl:8])[N:5]=[C:4]([S:9][CH2:10][C:11]2[CH:16]=[CH:15][CH:14]=[C:13]([F:17])[C:12]=2[F:18])[N:3]=1.FC1C(F)=CC=CC=1CSC1N=C(NS(N2CCC2)(=O)=O)C=C([O:43][CH:44](CO)[CH2:45][OH:46])N=1.C(O)CO.[H-].[Na+]. Given the product [Cl:8][C:6]1[N:5]=[C:4]([S:9][CH2:10][C:11]2[CH:16]=[CH:15][CH:14]=[C:13]([F:17])[C:12]=2[F:18])[N:3]=[C:2]([O:43][CH2:44][CH2:45][OH:46])[CH:7]=1, predict the reactants needed to synthesize it.